From a dataset of Forward reaction prediction with 1.9M reactions from USPTO patents (1976-2016). Predict the product of the given reaction. Given the reactants Br[C:2]1[C:3]([OH:14])=[C:4]([CH:7]=[C:8]([C:10]([CH3:13])([CH3:12])[CH3:11])[CH:9]=1)[CH:5]=[O:6].B1(B2OC(C)(C)C(C)(C)O2)OC(C)(C)C(C)(C)O1.C([O-])(=O)C.[K+].ClCCl.C(=O)([O-])[O-].[Na+].[Na+].Cl[C:48]1[N:53]=[C:52]([C:54]([F:57])([F:56])[F:55])[CH:51]=[CH:50][N:49]=1, predict the reaction product. The product is: [C:10]([C:8]1[CH:9]=[C:2]([C:48]2[N:53]=[C:52]([C:54]([F:57])([F:56])[F:55])[CH:51]=[CH:50][N:49]=2)[C:3]([OH:14])=[C:4]([CH:7]=1)[CH:5]=[O:6])([CH3:13])([CH3:12])[CH3:11].